From a dataset of Drug-target binding data from BindingDB using Ki measurements. Regression. Given a target protein amino acid sequence and a drug SMILES string, predict the binding affinity score between them. We predict pKi (pKi = -log10(Ki in M); higher means stronger inhibition). Dataset: bindingdb_ki. (1) The drug is CC(C)NCC(O)COc1cccc2[nH]ccc12. The target protein sequence is MALFTRSSSHPNTTDPLPCGADNTTESDLPHSHAYYALCYCVLILAIIFGNVLVCLAVLRERTLQTTTNYLVVSLAVADLLVAILVMPWVVYLEVTGGVWTFSRICCDIFVTMDVMMCTASILNLCAISIDRYTAVVKPVQYQYSTGQSSCRRVSLMIVIVWMLAFAVSCPLLFGFNTTGDPSVCSISNPSFVIYSSLVSFYLPFMVTLLLYVRIYLVLRQRQKKRTLTRQGSHSASTKPCYAHKEHMEKKALPNRCQGTSSPCLPLKCSDQETSTKRKLLTVFSLQRYRSFCHEATLTKAPGTAQHSRLEERRKSMKPGLEVRRLSNGRTMSSLKLAHQQPRLIQLRERKATQMLAIVLGAFIVCWLPFFLIHILNTHCPSCHVSPGLYSASTWLGYVNSALNPIIYTTFNTDFRKAFLKILCC. The pKi is 5.0. (2) The compound is CC1CCCCN1C(=O)[C@H](Cc1cccc(C(=N)N)c1)NS(=O)(=O)c1cccc(NC(=O)CCN)c1. The target protein (Q9Y5Y6) has sequence MGSDRARKGGGGPKDFGAGLKYNSRHEKVNGLEEGVEFLPVNNVKKVEKHGPGRWVVLAAVLIGLLLVLLGIGFLVWHLQYRDVRVQKVFNGYMRITNENFVDAYENSNSTEFVSLASKVKDALKLLYSGVPFLGPYHKESAVTAFSEGSVIAYYWSEFSIPQHLVEEAERVMAEERVVMLPPRARSLKSFVVTSVVAFPTDSKTVQRTQDNSCSFGLHARGVELMRFTTPGFPDSPYPAHARCQWALRGDADSVLSLTFRSFDLASCDERGSDLVTVYNTLSPMEPHALVQLCGTYPPSYNLTFHSSQNVLLITLITNTERRHPGFEATFFQLPRMSSCGGRLRKAQGTFNSPYYPGHYPPNIDCTWNIEVPNNQHVKVRFKFFYLLEPGVPAGTCPKDYVEINGEKYCGERSQFVVTSNSNKITVRFHSDQSYTDTGFLAEYLSYDSSDPCPGQFTCRTGRCIRKELRCDGWADCTDHSDELNCSCDAGHQFTCKNKF.... The pKi is 6.3. (3) The compound is Cc1c[nH]c(C)c1. The target protein (P08397) has sequence MSGNGNAAATAEENSPKMRVIRVGTRKSQLARIQTDSVVATLKASYPGLQFEIIAMSTTGDKILDTALSKIGEKSLFTKELEHALEKNEVDLVVHSLKDLPTVLPPGFTIGAICKRENPHDAVVFHPKFVGKTLETLPEKSVVGTSSLRRAAQLQRKFPHLEFRSIRGNLNTRLRKLDEQQEFSAIILATAGLQRMGWHNRVGQILHPEECMYAVGQGALGVEVRAKDQDILDLVGVLHDPETLLRCIAERAFLRHLEGGCSVPVAVHTAMKDGQLYLTGGVWSLDGSDSIQETMQATIHVPAQHEDGPEDDPQLVGITARNIPRGPQLAAQNLGISLANLLLSKGAKNILDVARQLNDAH. The pKi is 5.2. (4) The small molecule is CN[C@@H]1CCN(c2ccc(-n3ncc4cc(-c5ccc(Cl)cc5)ccc4c3=O)cn2)C1. The target protein sequence is QATCTGCMDLQTSLLSTGPNASNISDGQDNLTLPGSPPRTGSVSYINIIMPSVFGTICLLGIVGNSTVIFAVVKKSKLHWCSNVPDIFIINLSVVDLLFLLGMPFMIHQLMGNGVWHFGETMCTLITAMDANSQFTSTYILTAMTIDRYLATVHPISSTKFRKPSMATLVICLLWALSFISITPVWLYARLIPFPGGAVGCGIRLPNPDTDLYWFTLYQFFLAFALPFVVITAAYVKILQRMTSSVAPASQRSIRLRTKRVTRTAIAICLVFFVCWAPYYVLQLTQLSISRPTLTFVYLYNAAISLGYANSCLNPFVYIVLCETFRKRLVLSVKPAAQGQLRTVSNAQTADEERTESKGT. The pKi is 8.8. (5) The small molecule is CCC(S)P(=O)(OC(C)C)OC(C)C. The target protein (P52700) has sequence MRSTLLAFALAVALPAAHTSAAEVPLPQLRAYTVDASWLQPMAPLQIADHTWQIGTEDLTALLVQTPDGAVLLDGGMPQMASHLLDNMKARGVTPRDLRLILLSHAHADHAGPVAELKRRTGAKVAANAESAVLLARGGSDDLHFGDGITYPPANADRIVMDGEVITVGGIVFTAHFMAGHTPGSTAWTWTDTRNGKPVRIAYADSLSAPGYQLQGNPRYPHLIEDYRRSFATVRALPCDVLLTPHPGASNWDYAAGARAGAKALTCKAYADAAEQKFDGQLAKETAGAR. The pKi is 4.4.